Dataset: Reaction yield outcomes from USPTO patents with 853,638 reactions. Task: Predict the reaction yield, written as a fraction of the theoretical maximum amount of product (1.0 means a 100% yield; for example, 0.34 means a 34% yield). (1) The reactants are [CH3:1][C:2]1[CH:7]=[CH:6][C:5]([N:8]2[C:12]([CH3:14])([CH3:13])[C:11](=N)[N:10]([C:16]3[CH:23]=[CH:22][C:19]([C:20]#[N:21])=[C:18]([C:24]([F:27])([F:26])[F:25])[CH:17]=3)[C:9]2=[S:28])=[CH:4][CH:3]=1.C[OH:30].O. The catalyst is Cl. The product is [CH3:1][C:2]1[CH:7]=[CH:6][C:5]([N:8]2[C:12]([CH3:14])([CH3:13])[C:11](=[O:30])[N:10]([C:16]3[CH:23]=[CH:22][C:19]([C:20]#[N:21])=[C:18]([C:24]([F:27])([F:26])[F:25])[CH:17]=3)[C:9]2=[S:28])=[CH:4][CH:3]=1. The yield is 0.980. (2) The reactants are O.[NH2:2][NH2:3].[CH2:4]([O:6][C:7](=[O:22])[C:8](=O)[CH2:9][C:10](=O)[CH2:11][CH2:12][C:13]1[CH:18]=[CH:17][C:16]([Cl:19])=[CH:15][CH:14]=1)[CH3:5]. The catalyst is CCO. The product is [CH2:4]([O:6][C:7]([C:8]1[CH:9]=[C:10]([CH2:11][CH2:12][C:13]2[CH:18]=[CH:17][C:16]([Cl:19])=[CH:15][CH:14]=2)[NH:3][N:2]=1)=[O:22])[CH3:5]. The yield is 0.527. (3) The reactants are FC(F)(F)S([O:6][Si:7]([C:10]([CH3:13])([CH3:12])[CH3:11])([CH3:9])[CH3:8])(=O)=O.[CH2:16]([O:23][C@H:24]1[CH2:29][C@@H:28](O)[C@H:27]([NH:31][C@H:32]([C:34]2[CH:39]=[CH:38][CH:37]=[CH:36][CH:35]=2)[CH3:33])[CH2:26][CH2:25]1)[C:17]1[CH:22]=[CH:21][CH:20]=[CH:19][CH:18]=1. The catalyst is C(Cl)Cl. The product is [CH2:16]([O:23][C@@H:24]1[CH2:29][CH2:28][C@@H:27]([NH:31][C@H:32]([C:34]2[CH:39]=[CH:38][CH:37]=[CH:36][CH:35]=2)[CH3:33])[C@H:26]([O:6][Si:7]([C:10]([CH3:13])([CH3:12])[CH3:11])([CH3:9])[CH3:8])[CH2:25]1)[C:17]1[CH:18]=[CH:19][CH:20]=[CH:21][CH:22]=1. The yield is 0.950. (4) The reactants are [CH3:1][N:2]1[C:10]([CH2:11][N:12]2[CH2:17][CH2:16][CH:15]([C:18]([OH:21])([CH3:20])[CH3:19])[CH2:14][CH2:13]2)=[N:9][C:8]2[C:3]1=[N:4][C:5]([Sn](CCCC)(CCCC)CCCC)=[N:6][C:7]=2[N:22]1[CH2:27][CH2:26][O:25][CH2:24][CH2:23]1.[C:41]1([S:47]([N:50]2[C:54]3=[CH:55][N:56]=[CH:57][C:58](Br)=[C:53]3[CH:52]=[CH:51]2)(=[O:49])=[O:48])[CH:46]=[CH:45][CH:44]=[CH:43][CH:42]=1.O1CCOC[CH2:61]1. The catalyst is C1C=C(C([O-])=O)SC=1.[Cu+].C1C=CC([P]([Pd]([P](C2C=CC=CC=2)(C2C=CC=CC=2)C2C=CC=CC=2)([P](C2C=CC=CC=2)(C2C=CC=CC=2)C2C=CC=CC=2)[P](C2C=CC=CC=2)(C2C=CC=CC=2)C2C=CC=CC=2)(C2C=CC=CC=2)C2C=CC=CC=2)=CC=1. The product is [C:41]1([S:47]([N:50]2[C:54]3=[CH:55][N:56]=[CH:57][C:58]([C:5]4[N:4]=[C:3]5[C:8]([N:9]=[C:10]([CH2:11][N:12]6[CH2:13][CH2:14][CH:15]([C:18]([OH:21])([CH3:19])[CH3:20])[CH2:16][CH2:17]6)[N:2]5[CH3:1])=[C:7]([N:22]5[CH2:23][CH2:24][O:25][CH2:26][CH2:27]5)[N:6]=4)=[C:53]3[CH:52]=[C:51]2[CH3:61])(=[O:49])=[O:48])[CH:46]=[CH:45][CH:44]=[CH:43][CH:42]=1. The yield is 0.860. (5) The reactants are [Li+].CC([N-]C(C)C)C.[CH2:9]([O:11][C:12](=[O:21])[CH:13]([C:15]1[CH:20]=[CH:19][CH:18]=[CH:17][CH:16]=1)[CH3:14])[CH3:10].[Br:22][CH2:23][CH2:24][CH2:25][CH2:26]Br.CN1C(=O)N(C)CCC1. The catalyst is C1COCC1. The product is [Br:22][CH2:23][CH2:24][CH2:25][CH2:26][C:13]([CH3:14])([C:15]1[CH:20]=[CH:19][CH:18]=[CH:17][CH:16]=1)[C:12]([O:11][CH2:9][CH3:10])=[O:21]. The yield is 0.990.